This data is from Forward reaction prediction with 1.9M reactions from USPTO patents (1976-2016). The task is: Predict the product of the given reaction. (1) Given the reactants [Br:1][C:2]1[CH:3]=[C:4]([N:8]2[C:12]([NH2:13])=[CH:11][C:10]([C:14]([CH3:17])([CH3:16])[CH3:15])=[N:9]2)[CH:5]=[CH:6][CH:7]=1.[C:18](O[C:18]([O:20][C:21]([CH3:24])([CH3:23])[CH3:22])=[O:19])([O:20][C:21]([CH3:24])([CH3:23])[CH3:22])=[O:19], predict the reaction product. The product is: [C:21]([O:20][C:18]([N:13]([C:12]1[N:8]([C:4]2[CH:5]=[CH:6][CH:7]=[C:2]([Br:1])[CH:3]=2)[N:9]=[C:10]([C:14]([CH3:17])([CH3:16])[CH3:15])[CH:11]=1)[C:18]([O:20][C:21]([CH3:24])([CH3:23])[CH3:22])=[O:19])=[O:19])([CH3:24])([CH3:23])[CH3:22]. (2) The product is: [OH:20][NH:19][C:10]([C:7]1[S:8][CH:9]=[C:5]([CH2:1][CH:2]([CH3:4])[CH3:3])[C:6]=1[CH3:12])=[NH:11]. Given the reactants [CH2:1]([C:5]1[C:6]([CH3:12])=[C:7]([C:10]#[N:11])[S:8][CH:9]=1)[CH:2]([CH3:4])[CH3:3].C([O-])(O)=O.[Na+].Cl.[NH2:19][OH:20], predict the reaction product. (3) Given the reactants [H-].[Na+].CN([CH:6]=[O:7])C.CO.[Cl:10][C:11]1[CH:16]=[C:15](F)[CH:14]=[CH:13][C:12]=1[C:18]1[C:31](=[O:32])[N:30]([CH3:33])[C:21]2[N:22]([CH3:29])[C:23]3[C:28]([C:20]=2[CH:19]=1)=[CH:27][CH:26]=[CH:25][CH:24]=3, predict the reaction product. The product is: [Cl:10][C:11]1[CH:16]=[C:15]([O:7][CH3:6])[CH:14]=[CH:13][C:12]=1[C:18]1[C:31](=[O:32])[N:30]([CH3:33])[C:21]2[N:22]([CH3:29])[C:23]3[C:28]([C:20]=2[CH:19]=1)=[CH:27][CH:26]=[CH:25][CH:24]=3. (4) Given the reactants [CH2:1]([O:3][C:4](=[O:13])[CH2:5][C:6]1[CH:11]=[CH:10][CH:9]=[C:8]([SH:12])[N:7]=1)[CH3:2].Cl[CH2:15][C:16](=[O:18])[CH3:17], predict the reaction product. The product is: [CH2:1]([O:3][C:4](=[O:13])[CH2:5][C:6]1[CH:11]=[CH:10][CH:9]=[C:8]([S:12][CH2:15][C:16](=[O:18])[CH3:17])[N:7]=1)[CH3:2]. (5) The product is: [Br:8][C:9]1[CH:10]=[C:11]([N:16]2[C:20](=[O:21])[O:19][N:18]=[C:17]2[C:22]2[C:23]([NH:27][CH2:28][C:29]3[CH:30]=[CH:31][C:32]([CH2:35][N:36]4[CH2:37][CH2:38][O:39][CH2:40][CH2:41]4)=[CH:33][CH:34]=3)=[N:24][O:25][N:26]=2)[CH:12]=[CH:13][C:14]=1[F:15]. Given the reactants FC(F)(F)C(O)=O.[Br:8][C:9]1[CH:10]=[C:11]([N:16]2[C:20](=[O:21])[O:19][N:18]=[C:17]2[C:22]2[C:23]([NH:27][C:28](=O)[C:29]3[CH:34]=[CH:33][C:32]([CH2:35][N:36]4[CH2:41][CH2:40][O:39][CH2:38][CH2:37]4)=[CH:31][CH:30]=3)=[N:24][O:25][N:26]=2)[CH:12]=[CH:13][C:14]=1[F:15].P(Cl)(Cl)(Cl)(Cl)Cl.C([BH3-])#N.[Na+], predict the reaction product. (6) Given the reactants C(OC[N:9]1[C:13]2[N:14]=[N:15][CH:16]=[C:17]([C:18]3[CH:19]=[N:20][N:21]([C@@H:23]([CH:27]4[CH2:31][CH2:30][CH2:29][CH2:28]4)[CH2:24][CH2:25][OH:26])[CH:22]=3)[C:12]=2[CH:11]=[CH:10]1)(=O)C(C)(C)C.[OH-].[Na+], predict the reaction product. The product is: [N:14]1[C:13]2[NH:9][CH:10]=[CH:11][C:12]=2[C:17]([C:18]2[CH:19]=[N:20][N:21]([C@@H:23]([CH:27]3[CH2:31][CH2:30][CH2:29][CH2:28]3)[CH2:24][CH2:25][OH:26])[CH:22]=2)=[CH:16][N:15]=1. (7) Given the reactants [CH3:1][C:2]1[CH:7]=[C:6]([CH3:8])[C:5]([CH3:9])=[CH:4][C:3]=1[N:10]1[CH2:15][CH2:14][NH:13][CH2:12][CH2:11]1.[Cl:16][CH2:17][CH2:18][C:19](Cl)=[O:20], predict the reaction product. The product is: [Cl:16][CH2:17][CH2:18][C:19]([N:13]1[CH2:12][CH2:11][N:10]([C:3]2[CH:4]=[C:5]([CH3:9])[C:6]([CH3:8])=[CH:7][C:2]=2[CH3:1])[CH2:15][CH2:14]1)=[O:20]. (8) Given the reactants FC(F)(F)[O:3][C:4]1[CH:11]=[CH:10][C:7](CBr)=[CH:6][CH:5]=1.Br[C:15]1[CH:20]=[CH:19][C:18](/[CH:21]=[CH:22]/[C:23]2[N:24]([CH2:36][C:37]3[CH:42]=[CH:41][C:40]([O:43][C:44]([F:47])([F:46])[F:45])=[CH:39][CH:38]=3)[CH:25]=[C:26]([C:28]3[CH:33]=[CH:32][C:31]([Cl:34])=[CH:30][C:29]=3[Cl:35])[N:27]=2)=[CH:17][CH:16]=1.OC1C=CC(B(O)O)=CC=1, predict the reaction product. The product is: [OH:3][C:4]1[CH:11]=[CH:10][C:7]([C:15]2[CH:20]=[CH:19][C:18](/[CH:21]=[CH:22]/[C:23]3[N:24]([CH2:36][C:37]4[CH:38]=[CH:39][C:40]([O:43][C:44]([F:46])([F:47])[F:45])=[CH:41][CH:42]=4)[CH:25]=[C:26]([C:28]4[CH:33]=[CH:32][C:31]([Cl:34])=[CH:30][C:29]=4[Cl:35])[N:27]=3)=[CH:17][CH:16]=2)=[CH:6][CH:5]=1. (9) The product is: [CH2:42]([O:41][C:40]([NH:39][CH:36]1[C:11]2[C:2](=[CH:3][C:4]([O:12][CH3:13])=[C:5]([C:6]([O:8][CH3:9])=[O:7])[CH:10]=2)[NH:1][CH:17]([CH:14]2[CH2:15][CH2:16]2)[CH:37]1[CH3:38])=[O:49])[C:43]1[CH:48]=[CH:47][CH:46]=[CH:45][CH:44]=1. Given the reactants [NH2:1][C:2]1[CH:11]=[CH:10][C:5]([C:6]([O:8][CH3:9])=[O:7])=[C:4]([O:12][CH3:13])[CH:3]=1.[CH:14]1([CH:17]=O)[CH2:16][CH2:15]1.P(O)(OC1C=CC=CC=1)(OC1C=CC=CC=1)=O.[CH:36](/[NH:39][C:40](=[O:49])[O:41][CH2:42][C:43]1[CH:48]=[CH:47][CH:46]=[CH:45][CH:44]=1)=[CH:37]\[CH3:38], predict the reaction product. (10) Given the reactants C(O[C:4]([CH:6]1[CH2:9][CH2:8][CH2:7]1)=[O:5])C.[C:10](#[N:12])[CH3:11], predict the reaction product. The product is: [CH:6]1([C:4](=[O:5])[CH2:11][C:10]#[N:12])[CH2:7][CH2:8][CH2:9]1.